This data is from Full USPTO retrosynthesis dataset with 1.9M reactions from patents (1976-2016). The task is: Predict the reactants needed to synthesize the given product. (1) Given the product [CH3:15][C:12]1[CH:11]=[C:10]2[C:9]([CH:8]=[C:3]([C:4]([O:6][CH3:7])=[O:5])[CH:2]=[N:1]2)=[CH:14][CH:13]=1, predict the reactants needed to synthesize it. The reactants are: [NH2:1][CH2:2]/[C:3](=[CH:8]\[C:9]1[CH:14]=[CH:13][C:12]([CH3:15])=[CH:11][CH:10]=1)/[C:4]([O:6][CH3:7])=[O:5].II.C(=O)([O-])[O-].[K+].[K+]. (2) Given the product [C:1]([O:5][C:6](=[O:20])[NH:7][C:8]1[CH:13]=[C:12]([CH3:14])[C:11]([C:15]([F:18])([F:17])[F:16])=[CH:10][C:9]=1[NH:19][C:26](=[O:25])[CH2:27][C:28]([C:30]1[CH:35]=[CH:34][CH:33]=[C:32]([C:36]2[CH:41]=[CH:40][N:39]=[C:38]([CH3:42])[CH:37]=2)[CH:31]=1)=[O:29])([CH3:4])([CH3:2])[CH3:3], predict the reactants needed to synthesize it. The reactants are: [C:1]([O:5][C:6](=[O:20])[NH:7][C:8]1[CH:13]=[C:12]([CH3:14])[C:11]([C:15]([F:18])([F:17])[F:16])=[CH:10][C:9]=1[NH2:19])([CH3:4])([CH3:3])[CH3:2].C([O:25][C:26](=O)[CH2:27][C:28]([C:30]1[CH:35]=[CH:34][CH:33]=[C:32]([C:36]2[CH:41]=[CH:40][N:39]=[C:38]([CH3:42])[CH:37]=2)[CH:31]=1)=[O:29])(C)(C)C. (3) Given the product [CH2:34]([O:33][C:31]([C@@H:9]1[CH2:10][C@H:11]([NH:13][C:14]([O:16][CH2:17][CH:18]2[C:30]3[CH:29]=[CH:28][CH:27]=[CH:26][C:25]=3[C:24]3[C:19]2=[CH:20][CH:21]=[CH:22][CH:23]=3)=[O:15])[CH2:12][NH:8]1)=[O:32])[C:35]1[CH:36]=[CH:37][CH:38]=[CH:39][CH:40]=1, predict the reactants needed to synthesize it. The reactants are: C(OC([N:8]1[CH2:12][C@@H:11]([NH:13][C:14]([O:16][CH2:17][CH:18]2[C:30]3[CH:29]=[CH:28][CH:27]=[CH:26][C:25]=3[C:24]3[C:19]2=[CH:20][CH:21]=[CH:22][CH:23]=3)=[O:15])[CH2:10][C@H:9]1[C:31]([O:33][CH2:34][C:35]1[CH:40]=[CH:39][CH:38]=[CH:37][CH:36]=1)=[O:32])=O)(C)(C)C.C(O)(C(F)(F)F)=O. (4) Given the product [C:18]([C:2]1[CH:7]=[C:6]([F:8])[C:5]([N+:9]([O-:11])=[O:10])=[CH:4][C:3]=1[CH2:12][C:13]([O:15][CH2:16][CH3:17])=[O:14])#[N:19], predict the reactants needed to synthesize it. The reactants are: Br[C:2]1[CH:7]=[C:6]([F:8])[C:5]([N+:9]([O-:11])=[O:10])=[CH:4][C:3]=1[CH2:12][C:13]([O:15][CH2:16][CH3:17])=[O:14].[CH3:18][N:19](C=O)C. (5) Given the product [CH3:24][C:16]([N:12]1[CH:13]=[C:9]([B:4]2[O:5][C:6]([CH3:7])([CH3:8])[C:2]([CH3:14])([CH3:1])[O:3]2)[CH:10]=[N:11]1)([CH3:25])[C:17]([O:19][C:20]([CH3:23])([CH3:22])[CH3:21])=[O:18], predict the reactants needed to synthesize it. The reactants are: [CH3:1][C:2]1([CH3:14])[C:6]([CH3:8])([CH3:7])[O:5][B:4]([C:9]2[CH:10]=[N:11][NH:12][CH:13]=2)[O:3]1.Br[C:16]([CH3:25])([CH3:24])[C:17]([O:19][C:20]([CH3:23])([CH3:22])[CH3:21])=[O:18].C([O-])([O-])=O.[Cs+].[Cs+]. (6) Given the product [C:3]([C:5]1[CH:6]=[CH:7][C:8]([C@H:11]2[N:16]3[N:17]=[N:18][N:19]=[C:15]3[N:14]([C:20]3[CH:25]=[CH:24][CH:23]=[C:22]([C:26]([F:28])([F:27])[F:29])[CH:21]=3)[C:13]([CH3:30])=[C:12]2[C:31]([OH:33])=[O:32])=[CH:9][CH:10]=1)#[N:4], predict the reactants needed to synthesize it. The reactants are: [OH-].[Li+].[C:3]([C:5]1[CH:10]=[CH:9][C:8]([C@H:11]2[N:16]3[N:17]=[N:18][N:19]=[C:15]3[N:14]([C:20]3[CH:25]=[CH:24][CH:23]=[C:22]([C:26]([F:29])([F:28])[F:27])[CH:21]=3)[C:13]([CH3:30])=[C:12]2[C:31]([O:33]CC)=[O:32])=[CH:7][CH:6]=1)#[N:4].Cl. (7) Given the product [Cl:1][C:2]1[N:11]=[C:10]([N:18]2[CH2:19][CH2:20][C@H:16]([NH:15][CH2:13][CH3:14])[CH2:17]2)[C:9]2[C:4](=[CH:5][CH:6]=[CH:7][CH:8]=2)[N:3]=1, predict the reactants needed to synthesize it. The reactants are: [Cl:1][C:2]1[N:11]=[C:10](Cl)[C:9]2[C:4](=[CH:5][CH:6]=[CH:7][CH:8]=2)[N:3]=1.[CH2:13]([NH:15][C@H:16]1[CH2:20][CH2:19][NH:18][CH2:17]1)[CH3:14]. (8) Given the product [C:15]([NH:5][C@@H:4]1[C@@H:6]([OH:7])[C@H:8]([OH:9])[C@@H:10]([CH2:12][OH:13])[O:11][CH:3]1[OH:2])([O:17][CH2:18][C:19]1[CH:24]=[CH:23][CH:22]=[CH:21][CH:20]=1)=[O:16], predict the reactants needed to synthesize it. The reactants are: Cl.[OH:2][CH:3]1[O:11][C@H:10]([CH2:12][OH:13])[C@@H:8]([OH:9])[C@H:6]([OH:7])[C@H:4]1[NH2:5].Cl[C:15]([O:17][CH2:18][C:19]1[CH:24]=[CH:23][CH:22]=[CH:21][CH:20]=1)=[O:16]. (9) Given the product [Cl:1][C:2]1[CH:15]=[CH:14][C:13]2[S:12](=[O:33])[C:11]3[C:6](=[CH:7][CH:8]=[CH:9][CH:10]=3)[N:5]([CH2:16][CH2:17][O:18][C:19]3[CH:24]=[CH:23][C:22]([CH2:25][CH:26]([O:30][CH2:31][CH3:32])[C:27]([OH:29])=[O:28])=[CH:21][CH:20]=3)[C:4]=2[CH:3]=1, predict the reactants needed to synthesize it. The reactants are: [Cl:1][C:2]1[CH:15]=[CH:14][C:13]2[S:12][C:11]3[C:6](=[CH:7][CH:8]=[CH:9][CH:10]=3)[N:5]([CH2:16][CH2:17][O:18][C:19]3[CH:24]=[CH:23][C:22]([CH2:25][CH:26]([O:30][CH2:31][CH3:32])[C:27]([OH:29])=[O:28])=[CH:21][CH:20]=3)[C:4]=2[CH:3]=1.[OH:33]O.